This data is from Drug half-life prediction data from Obach et al.. The task is: Regression/Classification. Given a drug SMILES string, predict its absorption, distribution, metabolism, or excretion properties. Task type varies by dataset: regression for continuous measurements (e.g., permeability, clearance, half-life) or binary classification for categorical outcomes (e.g., BBB penetration, CYP inhibition). For this dataset (half_life_obach), we predict log10(half-life) (log10 of half-life in hours). (1) The molecule is COc1ccc2c(c1)c(CC(=O)O)c(C)n2C(=O)c1ccc(Cl)cc1. The log10(half-life) is 0.150. (2) The molecule is Nc1nc(N)c2nc(-c3ccccc3)c(N)nc2n1. The log10(half-life) is 0.630. (3) The compound is Cc1[nH]cnc1CN1CCc2c(c3ccccc3n2C)C1=O. The log10(half-life) is 0.200. (4) The molecule is CCn1cc(C(=O)O)c(=O)c2cc(F)c(N3CCNCC3)nc21. The log10(half-life) is 0.710. (5) The molecule is CCOC(=O)Nc1ccc(NCc2ccc(F)cc2)nc1N. The log10(half-life) is 0.930. (6) The molecule is COc1ccc2c(c1)N(C[C@H](C)CN(C)C)c1ccccc1S2. The log10(half-life) is 1.48. (7) The compound is O=C(O)c1ccccc1-c1c2ccc(=O)cc-2oc2cc(O)ccc12. The log10(half-life) is 0.200. (8) The compound is CC/C=C\C/C=C\C/C=C\C/C=C\C/C=C\C/C=C/CCC(=O)O[C@@H](C(=O)O[C@H]1C[C@@]2(O)[C@@H](OC(=O)c3ccccc3)C3[C@](C)(C(=O)[C@H](OC(C)=O)C(=C1C)C2(C)C)[C@@H](O)C[C@H]1OC[C@@]31OC(C)=O)[C@@H](NC(=O)c1ccccc1)c1ccccc1. The log10(half-life) is 1.78.